The task is: Predict the reactants needed to synthesize the given product.. This data is from Full USPTO retrosynthesis dataset with 1.9M reactions from patents (1976-2016). (1) Given the product [N:3]1[CH:8]=[CH:7][CH:6]=[CH:5][C:4]=1[N:9]1[C:13]2=[N:14][CH:15]=[CH:16][CH:17]=[C:12]2[C:11]([C:18]([OH:20])=[O:19])=[CH:10]1, predict the reactants needed to synthesize it. The reactants are: [OH-].[Na+].[N:3]1[CH:8]=[CH:7][CH:6]=[CH:5][C:4]=1[N:9]1[C:13]2=[N:14][CH:15]=[CH:16][CH:17]=[C:12]2[C:11]([C:18]([O:20]C)=[O:19])=[CH:10]1.Cl. (2) Given the product [NH2:29][C:26]1[CH:25]=[CH:24][C:23]([NH:22][C:18]2[N:17]=[C:16]([C:5]3[CH:6]=[CH:7][C:8]([O:9][CH:10]4[CH2:15][CH2:14][O:13][CH2:12][CH2:11]4)=[C:3]([CH:4]=3)[C:1]#[N:2])[CH:21]=[CH:20][N:19]=2)=[CH:28][CH:27]=1, predict the reactants needed to synthesize it. The reactants are: [C:1]([C:3]1[CH:4]=[C:5]([C:16]2[CH:21]=[CH:20][N:19]=[C:18]([NH:22][C:23]3[CH:28]=[CH:27][C:26]([NH:29]C(=O)OC(C)(C)C)=[CH:25][CH:24]=3)[N:17]=2)[CH:6]=[CH:7][C:8]=1[O:9][CH:10]1[CH2:15][CH2:14][O:13][CH2:12][CH2:11]1)#[N:2].C(O)(C(F)(F)F)=O.